This data is from Peptide-MHC class I binding affinity with 185,985 pairs from IEDB/IMGT. The task is: Regression. Given a peptide amino acid sequence and an MHC pseudo amino acid sequence, predict their binding affinity value. This is MHC class I binding data. (1) The binding affinity (normalized) is 0.267. The MHC is HLA-B51:01 with pseudo-sequence HLA-B51:01. The peptide sequence is LPCQLMYAL. (2) The peptide sequence is FTTSLSLHK. The MHC is HLA-A11:01 with pseudo-sequence HLA-A11:01. The binding affinity (normalized) is 0.520. (3) The peptide sequence is LPYEGGAAL. The MHC is HLA-B14:01 with pseudo-sequence HLA-B14:02. The binding affinity (normalized) is 0.126.